From a dataset of Experimentally validated miRNA-target interactions with 360,000+ pairs, plus equal number of negative samples. Binary Classification. Given a miRNA mature sequence and a target amino acid sequence, predict their likelihood of interaction. The miRNA is hsa-miR-6817-3p with sequence UCUCUCUGACUCCAUGGCA. The protein sequence of the target gene is MNRSFHKSQTLRFYDCSAVEVKSKFGAEFRRFSLDRHKPGKFEDFYQLVVHTHHISNTEVTIGYADVHGDLLPINNDDNFCKAVSSANPLLRVFIQKREEADHYSFGAGTLSRKKKVLVTLRDDGLRRRPHLNISMPHDFRPVSSIIDVDILPETHRRVRLYRHGYEKPLGFYIRDGTSVRVTPHGLEKVPGIFISRMVPGGLAESTGLLAVNDEVLEVNGIEVAGKTLDQVTDMMIANSHNLIVTVKPANQRNNVVRSSRTSGSSVHSTDSTTSHHSLPGAHVLQNSEDVESDEEADIV.... Result: 0 (no interaction).